From a dataset of Reaction yield outcomes from USPTO patents with 853,638 reactions. Predict the reaction yield, written as a fraction of the theoretical maximum amount of product (1.0 means a 100% yield; for example, 0.34 means a 34% yield). (1) The reactants are [NH2:1][C:2]1[CH:3]=[N:4][CH:5]=[CH:6][CH:7]=1.[CH:8](=O)[CH2:9][CH2:10][CH3:11].C(O)(=O)C.C([BH3-])#N.[Na+]. The catalyst is CO. The product is [CH2:8]([NH:1][C:2]1[CH:3]=[N:4][CH:5]=[CH:6][CH:7]=1)[CH2:9][CH2:10][CH3:11]. The yield is 0.790. (2) The reactants are [OH:1][C:2]1[CH:9]=[CH:8][C:5]([CH:6]=[O:7])=[C:4]([N+:10]([O-:12])=[O:11])[C:3]=1[O:13][CH3:14].C(=O)([O-])[O-].[K+].[K+].[CH2:21](Br)[C:22]1[CH:27]=[CH:26][CH:25]=[CH:24][CH:23]=1. The catalyst is CN(C=O)C. The product is [CH2:21]([O:1][C:2]1[CH:9]=[CH:8][C:5]([CH:6]=[O:7])=[C:4]([N+:10]([O-:12])=[O:11])[C:3]=1[O:13][CH3:14])[C:22]1[CH:27]=[CH:26][CH:25]=[CH:24][CH:23]=1. The yield is 0.970. (3) The product is [OH:13][CH:12]([CH:11]=[C:10]([CH3:14])[CH3:9])[CH2:2][C:1]#[N:3]. The catalyst is C1COCC1. The yield is 1.00. The reactants are [C:1](#[N:3])[CH3:2].[Li]CCCC.[CH3:9][C:10]([CH3:14])=[CH:11][CH:12]=[O:13].